This data is from Forward reaction prediction with 1.9M reactions from USPTO patents (1976-2016). The task is: Predict the product of the given reaction. (1) Given the reactants [OH:1][C:2]1[CH:7]=[CH:6][C:5]([CH2:8][C:9]#[N:10])=[CH:4][CH:3]=1.[C:11](=O)([O-])[O-].[K+].[K+].[CH2:17](Br)[C:18]1[CH:23]=[CH:22][CH:21]=[CH:20][CH:19]=1.[I-].[K+], predict the reaction product. The product is: [CH2:17]([O:1][C:2]1[CH:7]=[CH:6][C:5]([CH:8]([CH3:11])[C:9]#[N:10])=[CH:4][CH:3]=1)[C:18]1[CH:23]=[CH:22][CH:21]=[CH:20][CH:19]=1. (2) Given the reactants Cl[C:2]1[C:11]2[C:6](=[CH:7][C:8]([S:12]([N:15](CC3C=CC(OC)=CC=3OC)[C:16]3[S:20][N:19]=[CH:18][N:17]=3)(=[O:14])=[O:13])=[CH:9][CH:10]=2)[C:5]([F:32])=[CH:4][N:3]=1.[CH3:33][O:34][C:35]1[CH:40]=[CH:39][CH:38]=[CH:37][C:36]=1B(O)O, predict the reaction product. The product is: [F:32][C:5]1[C:6]2[C:11](=[CH:10][CH:9]=[C:8]([S:12]([NH:15][C:16]3[S:20][N:19]=[CH:18][N:17]=3)(=[O:13])=[O:14])[CH:7]=2)[C:2]([C:36]2[CH:37]=[CH:38][CH:39]=[CH:40][C:35]=2[O:34][CH3:33])=[N:3][CH:4]=1. (3) Given the reactants C[O:2][C:3](=[O:26])[CH2:4][C:5]1[CH:14]=[CH:13][C:12]([Cl:15])=[C:11]2[C:6]=1[C:7]([CH3:25])=[C:8]([S:17][C:18]1[CH:23]=[CH:22][C:21]([Cl:24])=[CH:20][CH:19]=1)[C:9]([CH3:16])=[N:10]2.CO.[OH-].[Li+], predict the reaction product. The product is: [Cl:15][C:12]1[CH:13]=[CH:14][C:5]([CH2:4][C:3]([OH:26])=[O:2])=[C:6]2[C:11]=1[N:10]=[C:9]([CH3:16])[C:8]([S:17][C:18]1[CH:23]=[CH:22][C:21]([Cl:24])=[CH:20][CH:19]=1)=[C:7]2[CH3:25]. (4) Given the reactants [O:1]1[CH2:5][CH2:4][O:3][CH:2]1[CH2:6][CH2:7][CH2:8][CH2:9][CH2:10][CH2:11][CH2:12][CH2:13][O:14][C:15]1[CH:16]=[C:17]([CH:20]=[CH:21][CH:22]=1)[CH:18]=[O:19].[S:23]1[CH:27]=[CH:26][CH:25]=[C:24]1[Mg]Br, predict the reaction product. The product is: [O:1]1[CH2:5][CH2:4][O:3][CH:2]1[CH2:6][CH2:7][CH2:8][CH2:9][CH2:10][CH2:11][CH2:12][CH2:13][O:14][C:15]1[CH:16]=[C:17]([CH:18]([C:24]2[S:23][CH:27]=[CH:26][CH:25]=2)[OH:19])[CH:20]=[CH:21][CH:22]=1. (5) Given the reactants [F-].C([N+](CCCC)(CCCC)CCCC)CCC.[Si]([O:26][C:27]1[CH:28]=[C:29]([CH:36]=[CH:37][CH:38]=1)[O:30][CH2:31][C:32]([O:34][CH3:35])=[O:33])(C(C)(C)C)(C)C, predict the reaction product. The product is: [OH:26][C:27]1[CH:28]=[C:29]([CH:36]=[CH:37][CH:38]=1)[O:30][CH2:31][C:32]([O:34][CH3:35])=[O:33]. (6) Given the reactants [F:1][C:2]([F:16])([F:15])[C:3]1[CH:8]=[CH:7][CH:6]=[CH:5][C:4]=1/[CH:9]=[CH:10]/[C:11]([O:13][CH3:14])=[O:12].C(O)(=[O:26])C=CC1C=CC=CC=1, predict the reaction product. The product is: [OH:26][C@H:10]([CH2:9][C:4]1[CH:5]=[CH:6][CH:7]=[CH:8][C:3]=1[C:2]([F:15])([F:16])[F:1])[C:11]([O:13][CH3:14])=[O:12]. (7) Given the reactants [CH3:1][O:2][CH2:3][C:4]#[C:5][C:6]1[CH:11]=[CH:10][CH:9]=[CH:8][C:7]=1[C:12](=[O:20])[CH2:13][C:14]1[CH:19]=[CH:18][CH:17]=[CH:16][CH:15]=1.C[Si]([N-][Si](C)(C)C)(C)C.[K+], predict the reaction product. The product is: [CH3:1][O:2][CH2:3][C:4]1[C:13]([C:14]2[CH:15]=[CH:16][CH:17]=[CH:18][CH:19]=2)=[C:12]([OH:20])[C:7]2[C:6]([CH:5]=1)=[CH:11][CH:10]=[CH:9][CH:8]=2. (8) The product is: [Br:1][C:2]1[C:3]([F:11])=[C:4]([NH2:8])[CH:5]=[CH:6][CH:7]=1. Given the reactants [Br:1][C:2]1[CH:7]=[CH:6][CH:5]=[C:4]([N+:8]([O-])=O)[C:3]=1[F:11].O.C(O)(=O)C, predict the reaction product. (9) Given the reactants [Br:1][CH2:2][C:3]([NH:5][C:6]1[CH:10]=[CH:9][O:8][N:7]=1)=O.B.C1COCC1, predict the reaction product. The product is: [Br:1][CH2:2][CH2:3][NH:5][C:6]1[CH:10]=[CH:9][O:8][N:7]=1. (10) Given the reactants [F:1][C:2]1[CH:7]=[C:6]([F:8])[CH:5]=[CH:4][C:3]=1[C:9]1[CH:14]=[CH:13][CH:12]=[CH:11][CH:10]=1.Cl[S:16]([OH:19])(=[O:18])=[O:17], predict the reaction product. The product is: [F:1][C:2]1[CH:7]=[C:6]([F:8])[CH:5]=[CH:4][C:3]=1[C:9]1[C:14]([S:16]([OH:19])(=[O:18])=[O:17])=[CH:13][CH:12]=[CH:11][CH:10]=1.